This data is from Full USPTO retrosynthesis dataset with 1.9M reactions from patents (1976-2016). The task is: Predict the reactants needed to synthesize the given product. (1) Given the product [Br:1][C:2]1[CH:3]=[C:4]2[C:9](=[CH:10][CH:11]=1)[C:8]1[N:23]=[N:22][N:21]([C:24]3[CH:29]=[CH:28][C:27]([O:30][C:31]([F:32])([F:34])[F:33])=[CH:26][CH:25]=3)[C:7]=1[CH2:6][CH2:5]2, predict the reactants needed to synthesize it. The reactants are: [Br:1][C:2]1[CH:3]=[C:4]2[C:9](=[CH:10][CH:11]=1)[CH2:8][C:7](=O)[CH2:6][CH2:5]2.N1CCC[C@H]1C(O)=O.[N:21]([C:24]1[CH:29]=[CH:28][C:27]([O:30][C:31]([F:34])([F:33])[F:32])=[CH:26][CH:25]=1)=[N+:22]=[N-:23]. (2) Given the product [Cl:29][C:25]1[C:24]([F:30])=[C:23]([C:10]2[O:11][C:12]([C@@H:13]3[CH2:18][CH2:17][CH2:16][CH2:15][C@H:14]3[C:19]([O:21][CH3:22])=[O:20])=[C:8]([C:5]3[CH:6]=[CH:7][C:2]([N:32]4[CH2:37][CH2:36][S:35](=[O:39])(=[O:38])[CH2:34][CH2:33]4)=[CH:3][CH:4]=3)[N:9]=2)[CH:28]=[CH:27][CH:26]=1, predict the reactants needed to synthesize it. The reactants are: Br[C:2]1[CH:7]=[CH:6][C:5]([C:8]2[N:9]=[C:10]([C:23]3[CH:28]=[CH:27][CH:26]=[C:25]([Cl:29])[C:24]=3[F:30])[O:11][C:12]=2[C@@H:13]2[CH2:18][CH2:17][CH2:16][CH2:15][C@H:14]2[C:19]([O:21][CH3:22])=[O:20])=[CH:4][CH:3]=1.Cl.[NH:32]1[CH2:37][CH2:36][S:35](=[O:39])(=[O:38])[CH2:34][CH2:33]1.P([O-])([O-])([O-])=O.[K+].[K+].[K+]. (3) Given the product [CH3:24][O:25][C:26](=[O:36])[CH:27]([N:18]1[CH2:17][CH2:16][N:15]([C:12]2[CH:13]=[CH:14][C:9]([NH:8][C:6](=[O:7])[CH:5]([CH2:3][CH3:4])[CH2:22][CH3:23])=[CH:10][C:11]=2[F:21])[CH2:20][CH2:19]1)[C:28]1[CH:33]=[CH:32][CH:31]=[C:30]([F:34])[CH:29]=1, predict the reactants needed to synthesize it. The reactants are: Cl.Cl.[CH2:3]([CH:5]([CH2:22][CH3:23])[C:6]([NH:8][C:9]1[CH:14]=[CH:13][C:12]([N:15]2[CH2:20][CH2:19][NH:18][CH2:17][CH2:16]2)=[C:11]([F:21])[CH:10]=1)=[O:7])[CH3:4].[CH3:24][O:25][C:26](=[O:36])[CH:27](Br)[C:28]1[CH:33]=[CH:32][CH:31]=[C:30]([F:34])[CH:29]=1.C([O-])([O-])=O.[K+].[K+]. (4) The reactants are: [C:1]([NH:4][C:5]1[C:19]([N+:20]([O-])=O)=[CH:18][C:8]([O:9][CH2:10][CH2:11][CH2:12][C:13]([O:15][CH2:16][CH3:17])=[O:14])=[CH:7][C:6]=1[CH3:23])(=[O:3])[CH3:2].[H][H]. Given the product [C:1]([NH:4][C:5]1[C:6]([CH3:23])=[CH:7][C:8]([O:9][CH2:10][CH2:11][CH2:12][C:13]([O:15][CH2:16][CH3:17])=[O:14])=[CH:18][C:19]=1[NH2:20])(=[O:3])[CH3:2], predict the reactants needed to synthesize it. (5) Given the product [C:1]1([S:7]([C:10]2[C:18]3[C:13](=[CH:14][CH:15]=[C:16]([O:19][CH2:20][CH2:21][N:39]([CH3:40])[CH3:38])[CH:17]=3)[NH:12][N:11]=2)(=[O:9])=[O:8])[CH:6]=[CH:5][CH:4]=[CH:3][CH:2]=1, predict the reactants needed to synthesize it. The reactants are: [C:1]1([S:7]([C:10]2[C:18]3[C:13](=[CH:14][CH:15]=[C:16]([O:19][CH2:20][CH2:21]OS(C4C=CC(C)=CC=4)(=O)=O)[CH:17]=3)[NH:12][N:11]=2)(=[O:9])=[O:8])[CH:6]=[CH:5][CH:4]=[CH:3][CH:2]=1.C1COCC1.[CH3:38][NH:39][CH3:40]. (6) Given the product [CH3:7][O:6][CH2:5][CH:4]([N:8]1[C:17]2[C:12](=[CH:13][C:14]([C:18]3[CH:19]=[N:20][C:21]([NH:33][C:34]([NH:36][CH2:37][CH3:38])=[O:35])=[CH:22][C:23]=3[C:24]3[S:25][CH:26]=[C:27]([C:29]([F:30])([F:31])[F:32])[N:28]=3)=[CH:15][CH:16]=2)[C:11](=[O:39])[C:10]([C:40]([OH:42])=[O:41])=[CH:9]1)[CH2:3][O:2][CH3:1], predict the reactants needed to synthesize it. The reactants are: [CH3:1][O:2][CH2:3][CH:4]([N:8]1[C:17]2[C:12](=[CH:13][C:14]([C:18]3[CH:19]=[N:20][C:21]([NH:33][C:34]([NH:36][CH2:37][CH3:38])=[O:35])=[CH:22][C:23]=3[C:24]3[S:25][CH:26]=[C:27]([C:29]([F:32])([F:31])[F:30])[N:28]=3)=[CH:15][CH:16]=2)[C:11](=[O:39])[C:10]([C:40]([O:42]CC)=[O:41])=[CH:9]1)[CH2:5][O:6][CH3:7].[OH-].[Li+].